Dataset: Catalyst prediction with 721,799 reactions and 888 catalyst types from USPTO. Task: Predict which catalyst facilitates the given reaction. (1) Reactant: [CH3:1][C:2]([O:5][C:6]([N:8]1[CH2:13][CH2:12][C:11]([CH3:17])(C(O)=O)[CH2:10][CH2:9]1)=[O:7])([CH3:4])[CH3:3].C([N:20]([CH2:23]C)CC)C.C1(P(N=[N+]=[N-])(C2C=CC=CC=2)=[O:32])C=CC=CC=1.[CH2:42]([OH:49])[C:43]1[CH:48]=[CH:47][CH:46]=[CH:45][CH:44]=1. Product: [CH3:17][C:11]1([NH:20][C:23]([O:49][CH2:42][C:43]2[CH:48]=[CH:47][CH:46]=[CH:45][CH:44]=2)=[O:32])[CH2:10][CH2:9][N:8]([C:6]([O:5][C:2]([CH3:1])([CH3:3])[CH3:4])=[O:7])[CH2:13][CH2:12]1. The catalyst class is: 11. (2) Reactant: [CH:1]([N:4]1[C:9](=[O:10])[CH:8]=[CH:7][C:6]([C:11]2[S:15][C:14]([C:16](OCC)=[O:17])=[N:13][C:12]=2[C:21]2[CH:26]=[CH:25][CH:24]=[CH:23][CH:22]=2)=[N:5]1)([CH3:3])[CH3:2].[N:27]1[CH:32]=[CH:31][CH:30]=[CH:29][C:28]=1[CH2:33][NH2:34].O. Product: [CH:1]([N:4]1[C:9](=[O:10])[CH:8]=[CH:7][C:6]([C:11]2[S:15][C:14]([C:16]([NH:34][CH2:33][C:28]3[CH:29]=[CH:30][CH:31]=[CH:32][N:27]=3)=[O:17])=[N:13][C:12]=2[C:21]2[CH:26]=[CH:25][CH:24]=[CH:23][CH:22]=2)=[N:5]1)([CH3:2])[CH3:3]. The catalyst class is: 12. (3) Reactant: [CH3:1][C:2]1([CH3:10])[O:9][C:7](=[O:8])[CH2:6][C:4](=[O:5])[O:3]1.[C:11]1([C:17]#[C:18][C:19]2[CH:27]=[CH:26][C:22]([C:23](O)=O)=[CH:21][CH:20]=2)[CH:16]=[CH:15][CH:14]=[CH:13][CH:12]=1.C1(N=C=NC2CCCCC2)CCCCC1. Product: [CH3:1][C:2]1([CH3:10])[O:9][C:7](=[O:8])[CH:6]([CH2:23][C:22]2[CH:26]=[CH:27][C:19]([C:18]#[C:17][C:11]3[CH:16]=[CH:15][CH:14]=[CH:13][CH:12]=3)=[CH:20][CH:21]=2)[C:4](=[O:5])[O:3]1. The catalyst class is: 172.